This data is from Forward reaction prediction with 1.9M reactions from USPTO patents (1976-2016). The task is: Predict the product of the given reaction. (1) Given the reactants CC1C=CC=CC=1P(C1C=CC=CC=1C)C1C=CC=CC=1C.CC(C)([O-])C.[Na+].Br[C:30]1[CH:35]=[CH:34][C:33]([F:36])=[CH:32][C:31]=1[CH3:37].[N:38]1([C:44]([O:46][C:47]([CH3:50])([CH3:49])[CH3:48])=[O:45])[CH2:43][CH2:42][NH:41][CH2:40][CH2:39]1, predict the reaction product. The product is: [F:36][C:33]1[CH:34]=[CH:35][C:30]([N:41]2[CH2:40][CH2:39][N:38]([C:44]([O:46][C:47]([CH3:50])([CH3:49])[CH3:48])=[O:45])[CH2:43][CH2:42]2)=[C:31]([CH3:37])[CH:32]=1. (2) Given the reactants Cl[C:2]1[N:7]=[N:6][C:5]([C:8]([N:10]2[CH2:15][CH2:14][N:13]([C:16]3[C:21]([CH3:22])=[CH:20][C:19]([CH:23]4[CH2:25][CH2:24]4)=[CH:18][N:17]=3)[CH2:12][CH2:11]2)=[O:9])=[CH:4][CH:3]=1.[O:26]1[CH2:30][CH2:29][NH:28][C:27]1=[O:31], predict the reaction product. The product is: [CH:23]1([C:19]2[CH:20]=[C:21]([CH3:22])[C:16]([N:13]3[CH2:14][CH2:15][N:10]([C:8]([C:5]4[N:6]=[N:7][C:2]([N:28]5[CH2:29][CH2:30][O:26][C:27]5=[O:31])=[CH:3][CH:4]=4)=[O:9])[CH2:11][CH2:12]3)=[N:17][CH:18]=2)[CH2:25][CH2:24]1. (3) The product is: [CH2:23]([O:18][C@@H:10]([CH2:9][O:8][CH2:1][C:2]1[CH:7]=[CH:6][CH:5]=[CH:4][CH:3]=1)[CH2:11][CH:12]1[S:17][CH2:16][CH2:15][CH2:14][S:13]1)[CH:22]=[CH2:21]. Given the reactants [CH2:1]([O:8][CH2:9][C@H:10]([OH:18])[CH2:11][CH:12]1[S:17][CH2:16][CH2:15][CH2:14][S:13]1)[C:2]1[CH:7]=[CH:6][CH:5]=[CH:4][CH:3]=1.[H-].[Na+].[CH2:21](Br)[CH:22]=[CH2:23], predict the reaction product. (4) Given the reactants [I:1][CH3:2].[CH3:3][C:4]1[N:8]=[C:7]([CH3:9])[N:6]([C:10]2[CH:15]=[CH:14][C:13]([NH:16][C:17]([NH2:19])=[S:18])=[CH:12][C:11]=2[F:20])[N:5]=1, predict the reaction product. The product is: [IH:1].[CH3:3][C:4]1[N:8]=[C:7]([CH3:9])[N:6]([C:10]2[CH:15]=[CH:14][C:13]([NH:16][C:17]([S:18][CH3:2])=[NH:19])=[CH:12][C:11]=2[F:20])[N:5]=1. (5) Given the reactants [CH3:1][O:2][CH2:3][CH2:4][C:5]1[CH:10]=[CH:9][C:8]([NH2:11])=[CH:7][CH:6]=1.[CH3:12][O:13][NH:14][C:15]([C:17]1[C:18](=[O:40])[C:19]2[CH:24]=[N:23][C:22](S(C)(=O)=O)=[N:21][C:20]=2[N:29]([C:31]2[CH:32]=[C:33]3[C:37](=[CH:38][CH:39]=2)[CH2:36][CH2:35][CH2:34]3)[CH:30]=1)=[O:16], predict the reaction product. The product is: [CH3:12][O:13][NH:14][C:15]([C:17]1[C:18](=[O:40])[C:19]2[CH:24]=[N:23][C:22]([NH:11][C:8]3[CH:9]=[CH:10][C:5]([CH2:4][CH2:3][O:2][CH3:1])=[CH:6][CH:7]=3)=[N:21][C:20]=2[N:29]([C:31]2[CH:32]=[C:33]3[C:37](=[CH:38][CH:39]=2)[CH2:36][CH2:35][CH2:34]3)[CH:30]=1)=[O:16]. (6) Given the reactants [NH:1]=[C:2]([NH:4][CH2:5][CH2:6][S:7][CH2:8][C@@:9]([CH3:14])([C:11]([OH:13])=[O:12])[NH2:10])[CH3:3].[C:15]([OH:22])(=[O:21])/[CH:16]=[CH:17]\[C:18]([OH:20])=[O:19].CN(C=O)C, predict the reaction product. The product is: [C:15]([OH:22])(=[O:21])/[CH:16]=[CH:17]\[C:18]([OH:20])=[O:19].[NH:1]=[C:2]([NH:4][CH2:5][CH2:6][S:7][CH2:8][C@@:9]([CH3:14])([C:11]([OH:13])=[O:12])[NH2:10])[CH3:3]. (7) Given the reactants [CH:1]1([CH:5]2[C:14]3[C:9](=[CH:10][CH:11]=[CH:12][CH:13]=3)[N:8]([CH2:15][CH2:16][NH2:17])[CH2:7][CH2:6]2)[CH2:4][CH2:3][CH2:2]1.C=O.[C:20](O)(C(F)(F)F)=O, predict the reaction product. The product is: [CH:1]1([CH:5]2[C:14]3[C:9]4=[C:10]([CH2:20][NH:17][CH2:16][CH2:15][N:8]4[CH2:7][CH2:6]2)[CH:11]=[CH:12][CH:13]=3)[CH2:2][CH2:3][CH2:4]1.